Dataset: Full USPTO retrosynthesis dataset with 1.9M reactions from patents (1976-2016). Task: Predict the reactants needed to synthesize the given product. (1) Given the product [F:1][C:2]1[CH:7]=[CH:6][CH:5]=[C:4]([F:8])[C:3]=1[N:9]1[C:14]2[N:15]=[C:16]([NH:41][CH2:42][CH2:43][N:44]([CH3:52])[C:45](=[O:51])[O:46][C:47]([CH3:48])([CH3:49])[CH3:50])[N:17]=[C:18]([C:19]3[CH:20]=[C:21]([C:22]([NH:24][CH2:25][C:26]4[CH:31]=[CH:30][CH:29]=[CH:28][CH:27]=4)=[O:23])[CH:32]=[CH:33][C:34]=3[CH3:35])[C:13]=2[CH2:12][NH:11][C:10]1=[O:40], predict the reactants needed to synthesize it. The reactants are: [F:1][C:2]1[CH:7]=[CH:6][CH:5]=[C:4]([F:8])[C:3]=1[N:9]1[C:14]2[N:15]=[C:16](S(C)(=O)=O)[N:17]=[C:18]([C:19]3[CH:20]=[C:21]([CH:32]=[CH:33][C:34]=3[CH3:35])[C:22]([NH:24][CH2:25][C:26]3[CH:31]=[CH:30][CH:29]=[CH:28][CH:27]=3)=[O:23])[C:13]=2[CH2:12][NH:11][C:10]1=[O:40].[NH2:41][CH2:42][CH2:43][N:44]([CH3:52])[C:45](=[O:51])[O:46][C:47]([CH3:50])([CH3:49])[CH3:48]. (2) The reactants are: [F:1][C:2]1[CH:7]=[CH:6][CH:5]=[CH:4][C:3]=1[N:8]1[C:16]2[C:11](=[C:12]([N:17]3[CH2:21][CH2:20][NH:19][C:18]3=[O:22])[CH:13]=[CH:14][CH:15]=2)[CH:10]=[N:9]1.[H-].[Na+].Cl[CH2:26][C:27]1[S:28][C:29]([CH3:32])=[N:30][N:31]=1. Given the product [F:1][C:2]1[CH:7]=[CH:6][CH:5]=[CH:4][C:3]=1[N:8]1[C:16]2[C:11](=[C:12]([N:17]3[CH2:21][CH2:20][N:19]([CH2:26][C:27]4[S:28][C:29]([CH3:32])=[N:30][N:31]=4)[C:18]3=[O:22])[CH:13]=[CH:14][CH:15]=2)[CH:10]=[N:9]1, predict the reactants needed to synthesize it. (3) The reactants are: C([O:3][C:4]([CH2:6][CH2:7][C:8]1[C:9]([C:20]2[CH:25]=[CH:24][N:23]=[CH:22][CH:21]=2)=[C:10]([C:13]2[CH:18]=[CH:17][C:16]([F:19])=[CH:15][CH:14]=2)[NH:11][CH:12]=1)=O)C.[H-].[Al+3].[Li+].[H-].[H-].[H-]. Given the product [F:19][C:16]1[CH:15]=[CH:14][C:13]([C:10]2[NH:11][CH:12]=[C:8]([CH2:7][CH2:6][CH2:4][OH:3])[C:9]=2[C:20]2[CH:25]=[CH:24][N:23]=[CH:22][CH:21]=2)=[CH:18][CH:17]=1, predict the reactants needed to synthesize it. (4) Given the product [Si:1]([O:18][CH2:19][CH2:20][CH2:21][CH:22]=[O:23])([C:14]([CH3:16])([CH3:17])[CH3:15])([C:8]1[CH:9]=[CH:10][CH:11]=[CH:12][CH:13]=1)[C:2]1[CH:3]=[CH:4][CH:5]=[CH:6][CH:7]=1, predict the reactants needed to synthesize it. The reactants are: [Si:1]([O:18][CH2:19][CH2:20][CH2:21][CH2:22][OH:23])([C:14]([CH3:17])([CH3:16])[CH3:15])([C:8]1[CH:13]=[CH:12][CH:11]=[CH:10][CH:9]=1)[C:2]1[CH:7]=[CH:6][CH:5]=[CH:4][CH:3]=1.CN1CCOCC1.C(Cl)Cl. (5) Given the product [CH3:29][N:30]([CH3:38])[C:31]1[CH:32]=[C:33]([NH:37][C:2]2[CH:3]=[C:4]([N:8]([CH2:19][CH2:20][O:21][Si:22]([C:25]([CH3:28])([CH3:27])[CH3:26])([CH3:24])[CH3:23])[CH2:9][CH2:10][O:11][Si:12]([C:15]([CH3:18])([CH3:17])[CH3:16])([CH3:14])[CH3:13])[CH:5]=[CH:6][CH:7]=2)[CH:34]=[CH:35][CH:36]=1, predict the reactants needed to synthesize it. The reactants are: Br[C:2]1[CH:3]=[C:4]([N:8]([CH2:19][CH2:20][O:21][Si:22]([C:25]([CH3:28])([CH3:27])[CH3:26])([CH3:24])[CH3:23])[CH2:9][CH2:10][O:11][Si:12]([C:15]([CH3:18])([CH3:17])[CH3:16])([CH3:14])[CH3:13])[CH:5]=[CH:6][CH:7]=1.[CH3:29][N:30]([CH3:38])[C:31]1[CH:36]=[CH:35][CH:34]=[C:33]([NH2:37])[CH:32]=1. (6) Given the product [CH3:38][C:34]1[CH:33]=[C:32]([C:28]2[CH:27]=[C:26]([C:24]3[CH2:23][C:22](=[O:39])[NH:21][C:9]4[CH:10]=[C:41]([C:43]([F:46])([F:45])[F:44])[C:12]([CH2:14][CH2:15][CH3:16])=[CH:13][C:8]=4[N:7]=3)[CH:31]=[CH:30][CH:29]=2)[CH:37]=[CH:36][N:35]=1, predict the reactants needed to synthesize it. The reactants are: C(OC(=O)[NH:7][C:8]1[CH:13]=[C:12]([CH2:14][CH2:15][CH3:16])C(C(F)(F)F)=[CH:10][C:9]=1[NH:21][C:22](=[O:39])[CH2:23][C:24]([C:26]1[CH:31]=[CH:30][CH:29]=[C:28]([C:32]2[CH:37]=[CH:36][N:35]=[C:34]([CH3:38])[CH:33]=2)[CH:27]=1)=O)(C)(C)C.[C:41](O)([C:43]([F:46])([F:45])[F:44])=O. (7) Given the product [CH:1]1([CH2:7][N:8]2[C:16]3[C:11](=[CH:12][CH:13]=[CH:14][C:15]=3[O:17][CH3:18])[C:10]([C:19]3[S:20][C:21]([CH2:25][O:26][S:35]([CH3:34])(=[O:37])=[O:36])=[C:22]([CH3:24])[N:23]=3)=[CH:9]2)[CH2:6][CH2:5][CH2:4][CH2:3][CH2:2]1, predict the reactants needed to synthesize it. The reactants are: [CH:1]1([CH2:7][N:8]2[C:16]3[C:11](=[CH:12][CH:13]=[CH:14][C:15]=3[O:17][CH3:18])[C:10]([C:19]3[S:20][C:21]([CH2:25][OH:26])=[C:22]([CH3:24])[N:23]=3)=[CH:9]2)[CH2:6][CH2:5][CH2:4][CH2:3][CH2:2]1.C(N(CC)CC)C.[CH3:34][S:35](Cl)(=[O:37])=[O:36].